Dataset: Forward reaction prediction with 1.9M reactions from USPTO patents (1976-2016). Task: Predict the product of the given reaction. (1) The product is: [I:31][C:37]1[C:38]([S:16][C:17]2[CH:22]=[CH:21][CH:20]=[CH:19][C:18]=2[S:23]([N:26]2[CH2:27][CH2:28][CH2:29][CH2:30]2)(=[O:24])=[O:25])=[C:34]([CH3:33])[N:35]([CH2:40][C:41]([O:43][CH2:44][CH3:45])=[O:42])[C:36]=1[CH3:39]. Given the reactants [N:26]1([S:23]([C:18]2[CH:19]=[CH:20][CH:21]=[CH:22][C:17]=2[S:16][S:16][C:17]2[CH:22]=[CH:21][CH:20]=[CH:19][C:18]=2[S:23]([N:26]2[CH2:30][CH2:29][CH2:28][CH2:27]2)(=[O:25])=[O:24])(=[O:25])=[O:24])[CH2:27][CH2:28][CH2:29][CH2:30]1.[I:31]I.[CH3:33][C:34]1[N:35]([CH2:40][C:41]([O:43][CH2:44][CH3:45])=[O:42])[C:36]([CH3:39])=[CH:37][CH:38]=1, predict the reaction product. (2) Given the reactants [Cl:1][C:2]1[CH:10]=[CH:9][C:8]([C:11]([OH:13])=O)=[C:7]2[C:3]=1[CH:4]=[CH:5][NH:6]2.C1C=CC2N(O)N=NC=2C=1.[C:24]([C:28]1[CH:44]=[CH:43][C:31]([CH2:32][NH:33][CH2:34][CH2:35][C:36]2[CH:41]=[CH:40][C:39]([F:42])=[CH:38][CH:37]=2)=[CH:30][CH:29]=1)([CH3:27])([CH3:26])[CH3:25].CCN=C=NCCCN(C)C.Cl, predict the reaction product. The product is: [C:24]([C:28]1[CH:44]=[CH:43][C:31]([CH2:32][N:33]([CH2:34][CH2:35][C:36]2[CH:41]=[CH:40][C:39]([F:42])=[CH:38][CH:37]=2)[C:11]([C:8]2[CH:9]=[CH:10][C:2]([Cl:1])=[C:3]3[C:7]=2[NH:6][CH:5]=[CH:4]3)=[O:13])=[CH:30][CH:29]=1)([CH3:27])([CH3:25])[CH3:26]. (3) Given the reactants [C:1]([C:3]1[CH:4]=[C:5]([CH:9]=[CH:10][CH:11]=1)[C:6](O)=[O:7])#[CH:2].Cl.[CH3:13][O:14][NH2:15], predict the reaction product. The product is: [C:1]([C:3]1[CH:4]=[C:5]([CH:9]=[CH:10][CH:11]=1)[C:6]([NH:15][O:14][CH3:13])=[O:7])#[CH:2]. (4) Given the reactants O[C:2]1[CH:11]=[C:10]2[C:5]([CH2:6][CH2:7][N:8](CC#C)[CH2:9]2)=[CH:4][CH:3]=1.OC1C=C2C(CCN(CC3CC3)C2)=CC=1.C(N(C)C(Cl)=O)C.N1(C(Cl)=O)CCCC1.N1(C(Cl)=O)CCCCC1.N1(C(Cl)=O)CCOCC1, predict the reaction product. The product is: [CH2:9]1[C:10]2[C:5](=[CH:4][CH:3]=[CH:2][CH:11]=2)[CH2:6][CH2:7][NH:8]1. (5) The product is: [Cl:8][C:7]1[C:2]([Cl:1])=[C:3]([F:10])[CH:4]=[CH:5][C:6]=1[C:9]([OH:12])=[O:27]. Given the reactants [Cl:1][C:2]1[C:7]([Cl:8])=[C:6]([CH3:9])[CH:5]=[CH:4][C:3]=1[F:10].[Cr](O[Cr]([O-])(=O)=O)([O-])(=O)=[O:12].[K+].[K+].S(=O)(=O)(O)O.[OH2:27], predict the reaction product. (6) Given the reactants [O:1]=[C:2]([NH:8][C:9]1[CH:14]=[CH:13][CH:12]=[C:11]([C:15]([F:18])([F:17])[F:16])[CH:10]=1)[C:3]([O:5]CC)=O.[NH2:19][CH2:20][CH:21]([OH:23])[CH3:22], predict the reaction product. The product is: [OH:23][CH:21]([CH3:22])[CH2:20][NH:19][C:3](=[O:5])[C:2]([NH:8][C:9]1[CH:14]=[CH:13][CH:12]=[C:11]([C:15]([F:16])([F:17])[F:18])[CH:10]=1)=[O:1]. (7) The product is: [Br:12][C:13]1[CH:18]=[CH:17][C:16]([C:19]([N:22]2[CH2:27][CH2:26][C:25]([CH2:34][C:35]3([CH3:37])[CH2:36][O:9]3)([C:28]3[CH:29]=[CH:30][CH:31]=[CH:32][CH:33]=3)[O:24][C:23]2=[O:38])([CH3:21])[CH3:20])=[CH:15][CH:14]=1. Given the reactants C1C=C(Cl)C=C(C(OO)=[O:9])C=1.[Br:12][C:13]1[CH:18]=[CH:17][C:16]([C:19]([N:22]2[CH2:27][CH2:26][C:25]([CH2:34][C:35]([CH3:37])=[CH2:36])([C:28]3[CH:33]=[CH:32][CH:31]=[CH:30][CH:29]=3)[O:24][C:23]2=[O:38])([CH3:21])[CH3:20])=[CH:15][CH:14]=1, predict the reaction product. (8) Given the reactants [CH2:1]1[CH2:17][CH2:16][CH2:15][CH2:14][CH2:13][CH2:12][C:10](=[O:11])[O:9][CH2:8][CH2:7][CH2:6][CH2:5][CH2:4][CH2:3][CH2:2]1.[I-:18].[Na+].C[Si](Cl)(C)C.[CH2:25](O)[CH3:26], predict the reaction product. The product is: [I:18][CH2:25][CH2:26][CH2:6][CH2:5][CH2:4][CH2:3][CH2:2][CH2:1][CH2:17][CH2:16][CH2:15][CH2:14][CH2:13][CH2:12][C:10]([O:9][CH2:8][CH3:7])=[O:11]. (9) Given the reactants C(=O)([O-])[O-].[K+].[K+].[OH:7][C:8]1[CH:12]=[C:11]([CH3:13])[NH:10][N:9]=1.[Cl:14][C:15]1[CH:16]=[C:17]([C:23]([F:26])([F:25])[F:24])[CH:18]=[C:19]([Cl:22])[C:20]=1F.Cl, predict the reaction product. The product is: [Cl:14][C:15]1[CH:16]=[C:17]([C:23]([F:24])([F:25])[F:26])[CH:18]=[C:19]([Cl:22])[C:20]=1[O:7][C:8]1[CH:12]=[C:11]([CH3:13])[NH:10][N:9]=1. (10) The product is: [CH3:24][CH:12]([CH2:13][CH2:14][CH:15]=[C:16]([CH3:23])[CH2:17][CH2:18][CH:19]=[C:20]([CH3:22])[CH3:21])[CH2:11][CH:5]=[C:6]([N+:8]([O-:10])=[O:9])[CH3:7]. Given the reactants C(O[CH:5]([CH2:11][CH:12]([CH3:24])[CH2:13][CH2:14][CH:15]=[C:16]([CH3:23])[CH2:17][CH2:18][CH:19]=[C:20]([CH3:22])[CH3:21])[CH:6]([N+:8]([O-:10])=[O:9])[CH3:7])(=O)C.CC(C)([O-])C.[K+].CCOCC.O, predict the reaction product.